The task is: Predict the reactants needed to synthesize the given product.. This data is from Full USPTO retrosynthesis dataset with 1.9M reactions from patents (1976-2016). (1) Given the product [O:17]1[CH2:22][CH2:21][CH2:20][CH2:19][CH:18]1[O:23][NH:24][C:11](=[O:13])[C@H:10]([CH2:9][CH2:8][CH2:7][C:1]1[CH:2]=[CH:3][CH:4]=[CH:5][CH:6]=1)[C@H:14]([OH:16])[CH3:15], predict the reactants needed to synthesize it. The reactants are: [C:1]1([CH2:7][CH2:8][CH2:9][C@H:10]([C@H:14]([OH:16])[CH3:15])[C:11]([OH:13])=O)[CH:6]=[CH:5][CH:4]=[CH:3][CH:2]=1.[O:17]1[CH2:22][CH2:21][CH2:20][CH2:19][CH:18]1[O:23][NH2:24].C(Cl)CCl. (2) Given the product [ClH:16].[F:1][C:2]1[CH:9]=[CH:8][C:5]([CH:6]=[N:15][NH:14][C:11]([NH2:13])=[NH:12])=[CH:4][C:3]=1[CH3:10], predict the reactants needed to synthesize it. The reactants are: [F:1][C:2]1[CH:9]=[CH:8][C:5]([CH:6]=O)=[CH:4][C:3]=1[CH3:10].[C:11]([NH:14][NH2:15])([NH2:13])=[NH:12].[ClH:16].